This data is from Full USPTO retrosynthesis dataset with 1.9M reactions from patents (1976-2016). The task is: Predict the reactants needed to synthesize the given product. (1) Given the product [CH2:1]([O:3][C:4](=[O:17])[CH2:5][CH2:6][C:7]([C:10]1[CH:11]=[CH:12][C:13]([F:16])=[CH:14][CH:15]=1)([CH3:9])[CH3:8])[CH3:2], predict the reactants needed to synthesize it. The reactants are: [CH2:1]([O:3][C:4](=[O:17])/[CH:5]=[CH:6]/[C:7]([C:10]1[CH:15]=[CH:14][C:13]([F:16])=[CH:12][CH:11]=1)([CH3:9])[CH3:8])[CH3:2]. (2) The reactants are: [C:1]([O:5][C:6]([N:8]1[CH2:13][CH2:12][N:11]2[C:14]([C:20]3[CH:25]=[CH:24][CH:23]=[CH:22][CH:21]=3)=[N:15][C:16]([C:17]([OH:19])=O)=[C:10]2[CH2:9]1)=[O:7])([CH3:4])([CH3:3])[CH3:2].[NH2:26][C@@H:27]([C:32]([CH3:35])([CH3:34])[CH3:33])[C:28]([O:30][CH3:31])=[O:29].CCN(C(C)C)C(C)C.CN(C(ON1N=NC2C=CC=CC1=2)=[N+](C)C)C.[B-](F)(F)(F)F. Given the product [CH3:31][O:30][C:28](=[O:29])[C@@H:27]([NH:26][C:17]([C:16]1[N:15]=[C:14]([C:20]2[CH:25]=[CH:24][CH:23]=[CH:22][CH:21]=2)[N:11]2[CH2:12][CH2:13][N:8]([C:6]([O:5][C:1]([CH3:4])([CH3:3])[CH3:2])=[O:7])[CH2:9][C:10]=12)=[O:19])[C:32]([CH3:35])([CH3:34])[CH3:33], predict the reactants needed to synthesize it.